From a dataset of NCI-60 drug combinations with 297,098 pairs across 59 cell lines. Regression. Given two drug SMILES strings and cell line genomic features, predict the synergy score measuring deviation from expected non-interaction effect. (1) Synergy scores: CSS=9.64, Synergy_ZIP=-0.504, Synergy_Bliss=5.52, Synergy_Loewe=-9.64, Synergy_HSA=-0.0480. Drug 1: C1CC(C1)(C(=O)O)C(=O)O.[NH2-].[NH2-].[Pt+2]. Drug 2: C1CCC(C(C1)N)N.C(=O)(C(=O)[O-])[O-].[Pt+4]. Cell line: HS 578T. (2) Drug 1: C1=C(C(=O)NC(=O)N1)F. Drug 2: CC12CCC3C(C1CCC2O)C(CC4=C3C=CC(=C4)O)CCCCCCCCCS(=O)CCCC(C(F)(F)F)(F)F. Cell line: M14. Synergy scores: CSS=37.1, Synergy_ZIP=2.75, Synergy_Bliss=0.754, Synergy_Loewe=-1.05, Synergy_HSA=-0.775.